From a dataset of Full USPTO retrosynthesis dataset with 1.9M reactions from patents (1976-2016). Predict the reactants needed to synthesize the given product. Given the product [C:6]([OH:46])(=[O:7])[CH3:37].[NH2:23][C:21]1[N:20]=[CH:19][N:18]=[C:17]2[N:16]([C@H:24]3[CH2:29][CH2:28][C@@H:27]([N:30]4[CH2:35][CH2:34][N:33]([CH3:36])[CH2:32][CH2:31]4)[CH2:26][CH2:25]3)[N:15]=[C:14]([C:11]3[CH:12]=[CH:13][C:8]([O:7][C:6]4[CH:5]=[CH:4][C:3]([CH2:2][NH:1][C:39](=[O:46])[C:40]5[CH:45]=[CH:44][CH:43]=[CH:42][CH:41]=5)=[CH:38][CH:37]=4)=[CH:9][CH:10]=3)[C:22]=12, predict the reactants needed to synthesize it. The reactants are: [NH2:1][CH2:2][C:3]1[CH:38]=[CH:37][C:6]([O:7][C:8]2[CH:13]=[CH:12][C:11]([C:14]3[C:22]4[C:17](=[N:18][CH:19]=[N:20][C:21]=4[NH2:23])[N:16]([C@H:24]4[CH2:29][CH2:28][C@@H:27]([N:30]5[CH2:35][CH2:34][N:33]([CH3:36])[CH2:32][CH2:31]5)[CH2:26][CH2:25]4)[N:15]=3)=[CH:10][CH:9]=2)=[CH:5][CH:4]=1.[C:39](Cl)(=[O:46])[C:40]1[CH:45]=[CH:44][CH:43]=[CH:42][CH:41]=1.